From a dataset of Catalyst prediction with 721,799 reactions and 888 catalyst types from USPTO. Predict which catalyst facilitates the given reaction. (1) Reactant: [NH2:1][C:2]1[N:7]=[C:6]([N:8]2[C:16]3[C:11](=[CH:12][CH:13]=[C:14]([I:17])[CH:15]=3)[C:10]([C:18]([OH:20])=O)=[N:9]2)[CH:5]=[CH:4][N:3]=1.S(Cl)(Cl)=O.[NH:25]1[CH2:30][CH2:29][O:28][CH2:27][CH2:26]1.C(=O)([O-])[O-].[Na+].[Na+]. Product: [I:17][C:14]1[CH:15]=[C:16]2[C:11]([C:10]([C:18]([N:25]3[CH2:30][CH2:29][O:28][CH2:27][CH2:26]3)=[O:20])=[N:9][N:8]2[C:6]2[CH:5]=[CH:4][N:3]=[C:2]([NH2:1])[N:7]=2)=[CH:12][CH:13]=1. The catalyst class is: 59. (2) Reactant: C([Si](C)(C)[O:6][CH2:7][C@@H:8]1[C@@H:13]([O:14][CH2:15][C:16]2[CH:21]=[CH:20][CH:19]=[CH:18][CH:17]=2)[C@H:12]([O:22][CH2:23][C:24]2[CH:29]=[CH:28][CH:27]=[CH:26][CH:25]=2)[C@@H:11]([O:30][CH2:31][C:32]2[CH:37]=[CH:36][CH:35]=[CH:34][CH:33]=2)[C:10]([C:40]2[CH:45]=[CH:44][C:43]([CH2:46][CH3:47])=[C:42]([CH2:48][C:49]3[CH:58]=[CH:57][C:52]4[O:53][CH2:54][CH2:55][O:56][C:51]=4[CH:50]=3)[CH:41]=2)([O:38][CH3:39])[O:9]1)(C)(C)C.C(Cl)(C)=O. Product: [CH2:15]([O:14][C@H:13]1[C@H:12]([O:22][CH2:23][C:24]2[CH:29]=[CH:28][CH:27]=[CH:26][CH:25]=2)[C@@H:11]([O:30][CH2:31][C:32]2[CH:33]=[CH:34][CH:35]=[CH:36][CH:37]=2)[C:10]([C:40]2[CH:45]=[CH:44][C:43]([CH2:46][CH3:47])=[C:42]([CH2:48][C:49]3[CH:58]=[CH:57][C:52]4[O:53][CH2:54][CH2:55][O:56][C:51]=4[CH:50]=3)[CH:41]=2)([O:38][CH3:39])[O:9][C@@H:8]1[CH2:7][OH:6])[C:16]1[CH:17]=[CH:18][CH:19]=[CH:20][CH:21]=1. The catalyst class is: 5. (3) Reactant: C[O:2][C:3](=[O:41])[C@H:4]([O:12][C:13]1[C:18]([CH:19]2[CH2:23][CH2:22][CH2:21][CH2:20]2)=[CH:17][C:16]([C:24]2[C:36]3[C:35]([CH3:37])=[C:34]([CH3:38])[S:33][C:32]=3[C:31]([Br:39])=[C:30]3[C:25]=2[CH:26]=[CH:27][CH:28]=[CH:29]3)=[CH:15][C:14]=1[Br:40])[CH2:5][C:6]1[CH:11]=[CH:10][CH:9]=[CH:8][CH:7]=1.[OH-].[K+]. Product: [Br:40][C:14]1[CH:15]=[C:16]([C:24]2[C:36]3[C:35]([CH3:37])=[C:34]([CH3:38])[S:33][C:32]=3[C:31]([Br:39])=[C:30]3[C:25]=2[CH:26]=[CH:27][CH:28]=[CH:29]3)[CH:17]=[C:18]([CH:19]2[CH2:23][CH2:22][CH2:21][CH2:20]2)[C:13]=1[O:12][C@H:4]([CH2:5][C:6]1[CH:11]=[CH:10][CH:9]=[CH:8][CH:7]=1)[C:3]([OH:41])=[O:2]. The catalyst class is: 83. (4) Reactant: [C:1](OC(=O)C)(=[O:3])[CH3:2].[Br:8][C:9]1[C:17]2[O:16][C:15]([C:18]3[CH:23]=[CH:22][C:21]([OH:24])=[C:20]([F:25])[CH:19]=3)=[N:14][C:13]=2[CH:12]=[C:11]([OH:26])[CH:10]=1.[O:27]1CCO[CH2:29][CH2:28]1. Product: [C:1]([O:24][C:21]1[CH:22]=[CH:23][C:18]([C:15]2[O:16][C:17]3[C:9]([Br:8])=[CH:10][C:11]([O:26][C:28](=[O:27])[CH3:29])=[CH:12][C:13]=3[N:14]=2)=[CH:19][C:20]=1[F:25])(=[O:3])[CH3:2]. The catalyst class is: 777. (5) Reactant: [F:1]C(F)(F)C(O)=O.F[C:9]1[CH:10]=[C:11]([C@@H:16]2[CH2:20][N:19]([CH2:21][CH2:22][O:23][CH3:24])[CH2:18][C@H:17]2[NH2:25])[CH:12]=[C:13]([F:15])[CH:14]=1.[O:26]=[S:27]1(=[O:51])[CH2:34][C:33]2[C:29](=[N:30][N:31]([C:45]3[CH:50]=[CH:49][CH:48]=[CH:47][CH:46]=3)[C:32]=2[NH:35][C:36](=O)[O:37]C2C=CC=CC=2)[CH2:28]1.CCN(C(C)C)C(C)C. Product: [F:15][C:13]1[CH:12]=[C:11]([C@@H:16]2[CH2:20][N:19]([CH2:21][CH2:22][O:23][CH3:24])[CH2:18][C@H:17]2[NH:25][C:36]([NH:35][C:32]2[N:31]([C:45]3[CH:50]=[CH:49][CH:48]=[CH:47][CH:46]=3)[N:30]=[C:29]3[CH2:28][S:27](=[O:51])(=[O:26])[CH2:34][C:33]=23)=[O:37])[CH:10]=[CH:9][C:14]=1[F:1]. The catalyst class is: 44. (6) Reactant: C([O:4][C@@H:5]([CH3:32])[CH2:6][CH2:7][CH2:8][CH2:9][N:10]1[C:15](=[O:16])[C:14]2[C:17](=[O:29])[CH:18]=[C:19]([CH3:28])[N:20]([CH2:21][C:22]3[CH:27]=[CH:26][CH:25]=[CH:24][CH:23]=3)[C:13]=2[N:12]([CH3:30])[C:11]1=[O:31])(=O)C.Cl.C(=O)(O)[O-].[Na+]. Product: [CH2:21]([N:20]1[C:13]2[N:12]([CH3:30])[C:11](=[O:31])[N:10]([CH2:9][CH2:8][CH2:7][CH2:6][C@@H:5]([OH:4])[CH3:32])[C:15](=[O:16])[C:14]=2[C:17](=[O:29])[CH:18]=[C:19]1[CH3:28])[C:22]1[CH:27]=[CH:26][CH:25]=[CH:24][CH:23]=1. The catalyst class is: 5. (7) Reactant: [CH2:1]([N:3]1[C:7]([C:8]2[CH:13]=[CH:12][CH:11]=[CH:10][CH:9]=2)=[CH:6][S:5]/[C:4]/1=[N:14]\[C:15]1[CH:24]=[CH:23][C:18]([C:19]([O:21]C)=[O:20])=[CH:17][CH:16]=1)[CH3:2].[OH-].[Na+]. Product: [CH2:1]([N:3]1[C:7]([C:8]2[CH:9]=[CH:10][CH:11]=[CH:12][CH:13]=2)=[CH:6][S:5]/[C:4]/1=[N:14]\[C:15]1[CH:16]=[CH:17][C:18]([C:19]([OH:21])=[O:20])=[CH:23][CH:24]=1)[CH3:2]. The catalyst class is: 5.